From a dataset of Forward reaction prediction with 1.9M reactions from USPTO patents (1976-2016). Predict the product of the given reaction. (1) Given the reactants [CH3:1][N:2]([CH3:17])[CH2:3][C:4]([NH:6][C:7]1[CH:12]=[CH:11][C:10]([CH3:13])=[C:9]([N+:14]([O-])=O)[CH:8]=1)=[O:5], predict the reaction product. The product is: [NH2:14][C:9]1[CH:8]=[C:7]([NH:6][C:4](=[O:5])[CH2:3][N:2]([CH3:17])[CH3:1])[CH:12]=[CH:11][C:10]=1[CH3:13]. (2) Given the reactants [Br:1][C:2]1[CH:12]=[CH:11][CH:10]=[CH:9][C:3]=1[CH:4]=[CH:5][C:6](O)=[O:7].C(=O)([O-])[O-].[Cs+].[Cs+].CI.[H-].C([Al+]CC(C)C)C(C)C, predict the reaction product. The product is: [Br:1][C:2]1[CH:12]=[CH:11][CH:10]=[CH:9][C:3]=1/[CH:4]=[CH:5]/[CH2:6][OH:7]. (3) Given the reactants [C-:1]#[N:2].[K+].[C-]#N.[Na+].C1OCCOCCOCCOCCOCCOC1.Br[CH2:26][C@H:27]1[N:31]([CH3:32])[C:30](=[O:33])[CH2:29][CH2:28]1, predict the reaction product. The product is: [CH3:32][N:31]1[C:30](=[O:33])[CH2:29][CH2:28][C@H:27]1[CH2:26][C:1]#[N:2].